From a dataset of Reaction yield outcomes from USPTO patents with 853,638 reactions. Predict the reaction yield, written as a fraction of the theoretical maximum amount of product (1.0 means a 100% yield; for example, 0.34 means a 34% yield). (1) The reactants are [NH2:1][C:2]1[CH:10]=[C:9]([O:11][CH3:12])[CH:8]=[C:7]([O:13][CH3:14])[C:3]=1[C:4]([NH2:6])=[O:5].[CH3:15][O:16][C:17]1[CH:24]=[CH:23][C:20]([CH:21]=O)=[CH:19][C:18]=1[CH2:25][N:26]1[CH2:31][CH2:30][O:29][CH2:28][CH2:27]1.COC1C=C(OC)C=C2C=1C(=O)NC(C1C=CC=CN=1)=N2. No catalyst specified. The product is [CH3:14][O:13][C:7]1[CH:8]=[C:9]([O:11][CH3:12])[CH:10]=[C:2]2[C:3]=1[C:4](=[O:5])[NH:6][C:21]([C:20]1[CH:23]=[CH:24][C:17]([O:16][CH3:15])=[C:18]([CH2:25][N:26]3[CH2:31][CH2:30][O:29][CH2:28][CH2:27]3)[CH:19]=1)=[N:1]2. The yield is 0.280. (2) The reactants are [CH2:1]([O:8][C:9]1[CH:14]=[CH:13][C:12]([C:15](=[O:22])[C:16]#[C:17][C:18](O)([CH3:20])[CH3:19])=[CH:11][CH:10]=1)[C:2]1[CH:7]=[CH:6][CH:5]=[CH:4][CH:3]=1.N(CC)CC.CC[OH:30]. No catalyst specified. The product is [CH2:1]([O:8][C:9]1[CH:10]=[CH:11][C:12]([C:15]2[O:22][C:18]([CH3:19])([CH3:20])[C:17](=[O:30])[CH:16]=2)=[CH:13][CH:14]=1)[C:2]1[CH:3]=[CH:4][CH:5]=[CH:6][CH:7]=1. The yield is 0.980. (3) The reactants are [C:1]1([CH3:16])[CH:6]=[C:5]([CH3:7])[CH:4]=[C:3]([CH3:8])[C:2]=1[O:9][C:10]([CH3:15])([CH3:14])[C:11]([OH:13])=O.C([N:20](C(C)C)CC)(C)C.N[N:27]([CH:35]=[NH:36])[C:28](=[O:34])[O:29][C:30]([CH3:33])([CH3:32])[CH3:31].O.ON1C2C=CC=CC=2N=N1.F[P-](F)(F)(F)(F)F.N1(OC(N(C)C)=[N+](C)C)C2C=CC=CC=2N=N1. The catalyst is CN(C)C=O.C(OCC)(=O)C. The product is [NH:20]=[C:35]([NH:27][C:28](=[O:34])[O:29][C:30]([CH3:33])([CH3:32])[CH3:31])[NH:36][C:11](=[O:13])[C:10]([O:9][C:2]1[C:1]([CH3:16])=[CH:6][C:5]([CH3:7])=[CH:4][C:3]=1[CH3:8])([CH3:15])[CH3:14]. The yield is 0.660. (4) The reactants are [CH:1]1([NH:4][C:5]([NH:7][C:8]2[CH:13]=[CH:12][C:11]([C:14]3[N:15]=[C:16]([N:23]4[CH2:28][CH2:27][O:26][CH2:25][C@@H:24]4[CH3:29])[C:17]4[CH2:22][NH:21][CH2:20][C:18]=4[N:19]=3)=[CH:10][CH:9]=2)=[O:6])[CH2:3][CH2:2]1.Cl.C(N(CC)CC)C.O=[CH:39][CH2:40][CH2:41][C:42]([OH:44])=[O:43].C(O[BH-](OC(=O)C)OC(=O)C)(=O)C.[Na+]. The catalyst is ClCCCl.CN(C=O)C. The product is [CH:1]1([NH:4][C:5](=[O:6])[NH:7][C:8]2[CH:9]=[CH:10][C:11]([C:14]3[N:15]=[C:16]([N:23]4[CH2:28][CH2:27][O:26][CH2:25][C@@H:24]4[CH3:29])[C:17]4[CH2:22][N:21]([CH2:39][CH2:40][CH2:41][C:42]([OH:44])=[O:43])[CH2:20][C:18]=4[N:19]=3)=[CH:12][CH:13]=2)[CH2:2][CH2:3]1. The yield is 0.0400. (5) The reactants are [N:1]1[CH:6]=[CH:5][CH:4]=[C:3]([S:7](Cl)(=[O:9])=[O:8])[CH:2]=1.[Cl:11][C:12]1[C:13]([OH:41])=[C:14]([S:19]([N:22]([CH2:27][C:28]2[CH:33]=[C:32]([CH2:34][NH:35][CH2:36][CH:37]([CH3:39])[CH3:38])[CH:31]=[C:30]([Cl:40])[CH:29]=2)[CH2:23][CH:24]([CH3:26])[CH3:25])(=[O:21])=[O:20])[CH:15]=[C:16]([Cl:18])[CH:17]=1.CCN(CC)CC. The catalyst is C1COCC1. The product is [Cl:40][C:30]1[CH:31]=[C:32]([CH:33]=[C:28]([CH2:27][N:22]([CH2:23][CH:24]([CH3:26])[CH3:25])[S:19]([C:14]2[CH:15]=[C:16]([Cl:18])[CH:17]=[C:12]([Cl:11])[C:13]=2[OH:41])(=[O:21])=[O:20])[CH:29]=1)[CH2:34][N:35]([CH2:36][CH:37]([CH3:39])[CH3:38])[S:7]([C:3]1[CH:2]=[N:1][CH:6]=[CH:5][CH:4]=1)(=[O:9])=[O:8]. The yield is 0.400. (6) The reactants are [CH2:1]([O:8][C:9]1[CH:17]=[C:16]([O:18][CH2:19][C:20]2[CH:25]=[CH:24][CH:23]=[CH:22][CH:21]=2)[C:15]([C:26]([CH3:28])=[CH2:27])=[CH:14][C:10]=1[C:11](O)=[O:12])[C:2]1[CH:7]=[CH:6][CH:5]=[CH:4][CH:3]=1.Cl.C(N=C=N)C.ON1C2C=CC=CC=2N=N1.Cl.Cl.[CH2:47]1[C:55]2[C:50](=[CH:51][C:52]([C:56]3([OH:63])[CH2:61][CH2:60][N:59]([CH3:62])[CH2:58][CH2:57]3)=[CH:53][CH:54]=2)[CH2:49][NH:48]1.C(N(CC)CC)C. The catalyst is CN(C=O)C. The product is [CH2:1]([O:8][C:9]1[CH:17]=[C:16]([O:18][CH2:19][C:20]2[CH:21]=[CH:22][CH:23]=[CH:24][CH:25]=2)[C:15]([C:26]([CH3:28])=[CH2:27])=[CH:14][C:10]=1[C:11]([N:48]1[CH2:49][C:50]2[C:55](=[CH:54][CH:53]=[C:52]([C:56]3([OH:63])[CH2:61][CH2:60][N:59]([CH3:62])[CH2:58][CH2:57]3)[CH:51]=2)[CH2:47]1)=[O:12])[C:2]1[CH:3]=[CH:4][CH:5]=[CH:6][CH:7]=1. The yield is 0.690.